This data is from HIV replication inhibition screening data with 41,000+ compounds from the AIDS Antiviral Screen. The task is: Binary Classification. Given a drug SMILES string, predict its activity (active/inactive) in a high-throughput screening assay against a specified biological target. (1) The compound is CCOC(=O)C(=Cc1ccc(C(=O)OC)cc1)[Se]c1ccccc1. The result is 0 (inactive). (2) The molecule is CCc1nnc2c3cc4ccccc4n3cnn12. The result is 0 (inactive). (3) The result is 0 (inactive). The compound is CN(C)c1ccc2c(c1)-c1cc(N(C)C)ccc1C2=CC=C(C#N)C#N. (4) The drug is O=C1OCCC1(Cc1ccc(Cl)cc1)Cc1ccc(Cl)cc1. The result is 0 (inactive).